This data is from Reaction yield outcomes from USPTO patents with 853,638 reactions. The task is: Predict the reaction yield, written as a fraction of the theoretical maximum amount of product (1.0 means a 100% yield; for example, 0.34 means a 34% yield). (1) The reactants are Br[C:2]1[CH:3]=[C:4]([S:8]([NH:11][C:12]2[CH:21]=[CH:20][C:15]([C:16]([O:18][CH3:19])=[O:17])=[C:14]([OH:22])[CH:13]=2)(=[O:10])=[O:9])[CH:5]=[CH:6][CH:7]=1.[C:23]([C:25]1[CH:26]=[C:27](B(O)O)[CH:28]=[CH:29][CH:30]=1)#[N:24]. No catalyst specified. The product is [C:23]([C:25]1[CH:30]=[C:29]([C:2]2[CH:7]=[CH:6][CH:5]=[C:4]([S:8]([NH:11][C:12]3[CH:21]=[CH:20][C:15]([C:16]([O:18][CH3:19])=[O:17])=[C:14]([OH:22])[CH:13]=3)(=[O:10])=[O:9])[CH:3]=2)[CH:28]=[CH:27][CH:26]=1)#[N:24]. The yield is 0.590. (2) The product is [CH3:6][O:5][C:3](=[O:4])[C:2]([CH3:1])([CH2:14][C@H:15]1[CH2:16][C:17](=[O:28])[N:18]([C@H:20]([C:22]2[CH:27]=[CH:26][CH:25]=[CH:24][CH:23]=2)[CH3:21])[CH2:19]1)[C:7]([O:9][CH3:10])=[O:8]. The reactants are [CH3:1][CH:2]([C:7]([O:9][CH3:10])=[O:8])[C:3]([O:5][CH3:6])=[O:4].[H-].[Na+].I[CH2:14][C@@H:15]1[CH2:19][N:18]([C@H:20]([C:22]2[CH:27]=[CH:26][CH:25]=[CH:24][CH:23]=2)[CH3:21])[C:17](=[O:28])[CH2:16]1.O. The catalyst is CS(C)=O. The yield is 0.810. (3) The reactants are [Br:1][C:2]1[CH:3]=[C:4]([C:17]([NH:19][CH2:20][C:21]2[C:22](=[O:29])[NH:23][C:24]([CH3:28])=[CH:25][C:26]=2[CH3:27])=[O:18])[C:5]2[CH:6]=[N:7][N:8]([CH:11]3[CH2:16][CH2:15][NH:14][CH2:13][CH2:12]3)[C:9]=2[CH:10]=1.[CH3:30][N:31]1[CH2:36][CH2:35][C:34](=O)[CH2:33][CH2:32]1.CO.C(O)(=O)C.[BH3-]C#N.[Na+]. No catalyst specified. The product is [Br:1][C:2]1[CH:3]=[C:4]([C:17]([NH:19][CH2:20][C:21]2[C:22](=[O:29])[NH:23][C:24]([CH3:28])=[CH:25][C:26]=2[CH3:27])=[O:18])[C:5]2[CH:6]=[N:7][N:8]([CH:11]3[CH2:16][CH2:15][N:14]([CH:34]4[CH2:35][CH2:36][N:31]([CH3:30])[CH2:32][CH2:33]4)[CH2:13][CH2:12]3)[C:9]=2[CH:10]=1. The yield is 0.240. (4) The reactants are [Br:1][C:2]1[CH:7]=[CH:6][CH:5]=[C:4](I)[CH:3]=1.[F:9][C:10]1[CH:15]=[CH:14][C:13]([OH:16])=[CH:12][CH:11]=1.Cl.CN(C)CC(O)=O.C(=O)([O-])[O-].[Cs+].[Cs+]. The catalyst is CC(N(C)C)=O.[Cu]I.O. The product is [F:9][C:10]1[CH:15]=[CH:14][C:13]([O:16][C:4]2[CH:3]=[C:2]([Br:1])[CH:7]=[CH:6][CH:5]=2)=[CH:12][CH:11]=1. The yield is 0.320.